From a dataset of Experimentally validated miRNA-target interactions with 360,000+ pairs, plus equal number of negative samples. Binary Classification. Given a miRNA mature sequence and a target amino acid sequence, predict their likelihood of interaction. (1) The miRNA is hsa-miR-98-5p with sequence UGAGGUAGUAAGUUGUAUUGUU. The protein sequence of the target gene is MESCYNPGLDGIIEYDDFKLNSSIVEPKEPAPETADGPYLVIVEQPKQRGFRFRYGCEGPSHGGLPGASSEKGRKTYPTVKICNYEGPAKIEVDLVTHSDPPRAHAHSLVGKQCSELGICAVSVGPKDMTAQFNNLGVLHVTKKNMMGTMIQKLQRQRLRSRPQGLTEAEQRELEQEAKELKKVMDLSIVRLRFSAFLRASDGSFSLPLKPVISQPIHDSKSPGASNLKISRMDKTAGSVRGGDEVYLLCDKVQKDDIEVRFYEDDENGWQAFGDFSPTDVHKQYAIVFRTPPYHKMKIE.... Result: 1 (interaction). (2) The miRNA is mmu-miR-1942 with sequence UCAGAUGUCUUCAUCUGGUUG. The protein sequence of the target gene is MSFVESWRFAGARRRRQVTPGPATRPGYSDYTQGDSWGEGEGDEDEGCDQVARDLRAEFSARASSETKRAPLLPRVGDGSPVLPDKRNGIFPATAAKRTQARRWPIQALSILCSLLFAVLLAFLLAIAYMIVKELHAENLKNEDDIHTGLLGFWSLLIISLTAGLSCCSFSWTVTYFDSFEPGMFPPTPLSPARFKKLTGHSFHMGYSMAILNGIVAALTVAWCLM. Result: 1 (interaction). (3) The miRNA is rno-miR-204-5p with sequence UUCCCUUUGUCAUCCUAUGCCU. The protein sequence of the target gene is MKYTKCNFMMSVLGIIIYVTDLVADIVLSVRYFHDGQYVLGVLTLSFVLCGTLIVHCFSYSWLKADLEKAGQENERYFLLLHCLQGGVFTRYWFALRTGYHVVFKHSDRKSNFMEEQTDPHKEAIDMATDLSMLRLFETYLEGCPQLILQLYAFLECGQANLSQCMVIMVSCCAISWSTVDYQIALRKSLPDKNLLRGLWPKLMYLFYKLLTLLSWMLSVVLLLFVDVRVALLLLLFLWITGFIWAFINHTQFCNSVSMEFLYRIVVGFILVFTFFNIKGQNTKCPMSCYYTVRVLGTLG.... Result: 0 (no interaction). (4) The protein sequence of the target gene is MNSDSSSVSSRASSPDMDEMYLRDHHHRHHHHQESRLNSVSSTQGDMMQKMPGESLSRAGAKAAGESSKYKIKKQLSEQDLQQLRLKINGRERKRMHDLNLAMDGLREVMPYAHGPSVRKLSKIATLLLARNYILMLTSSLEEMKRLVGEIYGGHHSAFHCGTVGHSAGHPAHAANSVHPVHPILGGALSSGNASSPLSAASLPAIGTIRPPHSLLKAPSTPPALQLGSGFQHWAGLPCPCTICQMPPPPHLSALSTANMARLSAESKDLLK. Result: 1 (interaction). The miRNA is hsa-miR-1251-5p with sequence ACUCUAGCUGCCAAAGGCGCU.